Dataset: Catalyst prediction with 721,799 reactions and 888 catalyst types from USPTO. Task: Predict which catalyst facilitates the given reaction. (1) Product: [Na+:44].[CH2:30]([NH:29][C:28]([C:12]1[N:11]([CH:33]([CH3:35])[CH3:34])[C:10]([CH2:9][CH2:8][C@@H:7]([OH:36])[CH2:6][C@@H:5]([OH:37])[CH2:4][C:3]([O-:38])=[O:2])=[C:14]([C:15]2[CH:16]=[CH:17][C:18]([F:21])=[CH:19][CH:20]=2)[C:13]=1[C:22]1[CH:27]=[CH:26][CH:25]=[CH:24][CH:23]=1)=[O:32])[CH3:31]. Reactant: C[O:2][C:3](=[O:38])[CH2:4][C@H:5]([OH:37])[CH2:6][C@H:7]([OH:36])[CH2:8][CH2:9][C:10]1[N:11]([CH:33]([CH3:35])[CH3:34])[C:12]([C:28](=[O:32])[NH:29][CH2:30][CH3:31])=[C:13]([C:22]2[CH:27]=[CH:26][CH:25]=[CH:24][CH:23]=2)[C:14]=1[C:15]1[CH:20]=[CH:19][C:18]([F:21])=[CH:17][CH:16]=1.C(O)C.O.[OH-].[Na+:44]. The catalyst class is: 100. (2) Reactant: C[O:2][C:3]([C:5]1[CH:6]=[C:7]([C:12]2[CH:17]=[CH:16][C:15]([C:18](=[O:35])[NH:19][C:20]3[CH:25]=[CH:24][C:23]([CH2:26][N:27]4[CH2:32][CH2:31][S:30](=[O:34])(=[O:33])[CH2:29][CH2:28]4)=[CH:22][CH:21]=3)=[CH:14][CH:13]=2)[C:8]([CH3:11])=[CH:9][CH:10]=1)=[O:4].C1COCC1. Product: [O:34]=[S:30]1(=[O:33])[CH2:31][CH2:32][N:27]([CH2:26][C:23]2[CH:24]=[CH:25][C:20]([NH:19][C:18]([C:15]3[CH:14]=[CH:13][C:12]([C:7]4[C:8]([CH3:11])=[CH:9][CH:10]=[C:5]([C:3]([OH:4])=[O:2])[CH:6]=4)=[CH:17][CH:16]=3)=[O:35])=[CH:21][CH:22]=2)[CH2:28][CH2:29]1. The catalyst class is: 74. (3) Reactant: [O:1]1C=CC=[C:2]1[C:6]1[N:10]([C:11]2[S:15][C:14]([CH2:16][NH:17][C:18](=[O:29])[C@@H:19]([NH:21][C:22](=[O:28])[O:23][C:24]([CH3:27])([CH3:26])[CH3:25])[CH3:20])=[CH:13][CH:12]=2)[N:9]=[C:8]([C:30]([F:33])([F:32])[F:31])[CH:7]=1.P([O-])(O)(O)=[O:35].[Na+].Cl([O-])=O.[Na+]. Product: [C:24]([O:23][C:22]([NH:21][C@@H:19]([CH3:20])[C:18]([NH:17][CH2:16][C:14]1[S:15][C:11]([N:10]2[C:6]([C:2]([OH:35])=[O:1])=[CH:7][C:8]([C:30]([F:32])([F:31])[F:33])=[N:9]2)=[CH:12][CH:13]=1)=[O:29])=[O:28])([CH3:27])([CH3:26])[CH3:25]. The catalyst class is: 47.